This data is from Peptide-MHC class II binding affinity with 134,281 pairs from IEDB. The task is: Regression. Given a peptide amino acid sequence and an MHC pseudo amino acid sequence, predict their binding affinity value. This is MHC class II binding data. (1) The peptide sequence is ADLGYGPATPAAPAA. The MHC is HLA-DPA10103-DPB10301 with pseudo-sequence HLA-DPA10103-DPB10301. The binding affinity (normalized) is 0.119. (2) The peptide sequence is YKAAVDLSHFLKEKG. The MHC is DRB5_0101 with pseudo-sequence DRB5_0101. The binding affinity (normalized) is 0.297.